Predict the product of the given reaction. From a dataset of Forward reaction prediction with 1.9M reactions from USPTO patents (1976-2016). Given the reactants [CH3:1][O:2][C:3]1[N:8]=[C:7]2[O:9][CH:10]([C:16]3[CH:17]=[C:18]([CH:23]=[CH:24][CH:25]=3)[C:19]([O:21][CH3:22])=[O:20])[CH2:11][C:12](=[N:13]OC)[C:6]2=[CH:5][CH:4]=1.CON=C1C2C(=NC=CC=2)OC(C2C=C(C=CC=2)C(OC)=O)C1, predict the reaction product. The product is: [NH2:13][CH:12]1[C:6]2[C:7](=[N:8][C:3]([O:2][CH3:1])=[CH:4][CH:5]=2)[O:9][CH:10]([C:16]2[CH:17]=[C:18]([CH:23]=[CH:24][CH:25]=2)[C:19]([O:21][CH3:22])=[O:20])[CH2:11]1.